Dataset: Forward reaction prediction with 1.9M reactions from USPTO patents (1976-2016). Task: Predict the product of the given reaction. (1) The product is: [I:15][C:16]1[CH:21]=[CH:20][C:19]([O:22][CH:23]2[CH2:28][CH2:27][N:26]([CH:30]([CH3:32])[CH3:29])[CH2:25][CH2:24]2)=[CH:18][CH:17]=1. Given the reactants C(O[BH-](OC(=O)C)OC(=O)C)(=O)C.[Na+].[I:15][C:16]1[CH:21]=[CH:20][C:19]([O:22][CH:23]2[CH2:28][CH2:27][NH:26][CH2:25][CH2:24]2)=[CH:18][CH:17]=1.[CH3:29][C:30]([CH3:32])=O.[OH-].[Na+], predict the reaction product. (2) Given the reactants C([C:4]1[C:9]([Cl:10])=[C:8]([O:11][C:12]2[CH:17]=[CH:16][C:15]([NH:18][C:19]([C:21]3[C:22](=[O:36])[N:23]([C:30]4[CH:35]=[CH:34][CH:33]=[CH:32][CH:31]=4)[N:24]4[CH2:29][CH2:28][CH2:27][CH2:26][C:25]=34)=[O:20])=[CH:14][CH:13]=2)[CH:7]=[CH:6][N:5]=1)(=O)N.CCOC(C)=O.CC#[N:45].C(OI(C1C=CC=CC=1)OC(=O)C)(=O)C, predict the reaction product. The product is: [NH2:45][C:4]1[C:9]([Cl:10])=[C:8]([O:11][C:12]2[CH:17]=[CH:16][C:15]([NH:18][C:19]([C:21]3[C:22](=[O:36])[N:23]([C:30]4[CH:35]=[CH:34][CH:33]=[CH:32][CH:31]=4)[N:24]4[CH2:29][CH2:28][CH2:27][CH2:26][C:25]=34)=[O:20])=[CH:14][CH:13]=2)[CH:7]=[CH:6][N:5]=1. (3) Given the reactants [Br:1][C:2]1[CH:10]=[C:9]2[C:5]([CH:6]=[CH:7][NH:8]2)=[CH:4][CH:3]=1.[F:11][C:12]([F:23])([F:22])[C:13](O[C:13](=[O:14])[C:12]([F:23])([F:22])[F:11])=[O:14], predict the reaction product. The product is: [Br:1][C:2]1[CH:10]=[C:9]2[C:5]([C:6]([C:13](=[O:14])[C:12]([F:23])([F:22])[F:11])=[CH:7][NH:8]2)=[CH:4][CH:3]=1. (4) Given the reactants [Cl:1][C:2]1[C:3]([N:12]2[CH2:17][CH2:16][N:15]([CH2:18][C:19]3[C:24]([F:25])=[CH:23][CH:22]=[CH:21][C:20]=3[Cl:26])[CH2:14][CH2:13]2)=[C:4]([N+:9]([O-])=O)[C:5]([NH2:8])=[N:6][CH:7]=1.[CH3:27][N:28]([CH3:37])[C:29]1[CH:36]=[CH:35][C:32]([CH:33]=O)=[CH:31][CH:30]=1.[O-]S(S([O-])=O)=O.[Na+].[Na+], predict the reaction product. The product is: [Cl:1][C:2]1[C:3]([N:12]2[CH2:17][CH2:16][N:15]([CH2:18][C:19]3[C:24]([F:25])=[CH:23][CH:22]=[CH:21][C:20]=3[Cl:26])[CH2:14][CH2:13]2)=[C:4]2[N:9]=[C:33]([C:32]3[CH:35]=[CH:36][C:29]([N:28]([CH3:37])[CH3:27])=[CH:30][CH:31]=3)[NH:8][C:5]2=[N:6][CH:7]=1.